This data is from Full USPTO retrosynthesis dataset with 1.9M reactions from patents (1976-2016). The task is: Predict the reactants needed to synthesize the given product. (1) Given the product [CH:1]1([C:4]2[CH:5]=[N:6][C:7]([NH:14][C:15]3[CH:16]=[C:17]4[C:21](=[C:22]([C:24]5[CH:29]=[CH:28][CH:27]=[CH:26][CH:25]=5)[CH:23]=3)[NH:20][CH:19]=[CH:18]4)=[C:8]([CH:13]=2)[C:9]([OH:11])=[O:10])[CH2:2][CH2:3]1, predict the reactants needed to synthesize it. The reactants are: [CH:1]1([C:4]2[CH:5]=[N:6][C:7]([NH:14][C:15]3[CH:16]=[C:17]4[C:21](=[C:22]([C:24]5[CH:29]=[CH:28][CH:27]=[CH:26][CH:25]=5)[CH:23]=3)[NH:20][CH:19]=[CH:18]4)=[C:8]([CH:13]=2)[C:9]([O:11]C)=[O:10])[CH2:3][CH2:2]1.[OH-].[Na+]. (2) Given the product [C:26]1([S:32]([NH:10][NH:9][C:7]([C:4]2[CH:5]=[CH:6][C:1]([C:11]3[CH:12]=[CH:13][CH:14]=[CH:15][CH:16]=3)=[CH:2][CH:3]=2)=[O:8])(=[O:34])=[O:33])[CH:31]=[CH:30][CH:29]=[CH:28][CH:27]=1, predict the reactants needed to synthesize it. The reactants are: [C:1]1([C:11]2[CH:16]=[CH:15][CH:14]=[CH:13][CH:12]=2)[CH:6]=[CH:5][C:4]([C:7]([NH:9][NH2:10])=[O:8])=[CH:3][CH:2]=1.C(N(CC)C(C)C)(C)C.[C:26]1([S:32](Cl)(=[O:34])=[O:33])[CH:31]=[CH:30][CH:29]=[CH:28][CH:27]=1.CN(C=O)C. (3) Given the product [CH2:7]([N:11]1[C:23](=[O:28])[NH:22][CH2:21][C:20]([C:17]2[CH:16]=[CH:15][C:14]([Cl:13])=[CH:19][CH:18]=2)=[N:12]1)[CH2:8][CH2:9][CH3:10], predict the reactants needed to synthesize it. The reactants are: C(O)(=O)C(O)=O.[CH2:7]([NH:11][NH2:12])[CH2:8][CH2:9][CH3:10].[Cl:13][C:14]1[CH:19]=[CH:18][C:17]([C:20](=O)[CH2:21][N:22]2C(=O)CS[C:23]2=[O:28])=[CH:16][CH:15]=1.C(N(CC)CC)C.O.